From a dataset of M1 muscarinic receptor antagonist screen with 61,756 compounds. Binary Classification. Given a drug SMILES string, predict its activity (active/inactive) in a high-throughput screening assay against a specified biological target. (1) The molecule is O=c1n(N\C=C2\C(=NN(C2=O)c2ccc(cc2)C)C)c(nc2c1cccc2)CCC. The result is 0 (inactive). (2) The drug is S(c1n(CC)c(nn1)c1ccccc1)Cc1cc(ccc1)C(O)=O. The result is 0 (inactive).